This data is from Full USPTO retrosynthesis dataset with 1.9M reactions from patents (1976-2016). The task is: Predict the reactants needed to synthesize the given product. (1) Given the product [C:1]1([C:14]2[CH:19]=[CH:18][CH:17]=[CH:16][CH:15]=2)[CH:2]=[CH:3][C:4]([NH:7][C:8](=[O:13])[CH2:9][C:10]([N:65]2[CH2:66][CH2:67][CH:62]([NH:61][C:55]3[CH:56]=[C:57]([CH3:60])[CH:58]=[CH:59][C:54]=3[CH3:53])[CH2:63][CH2:64]2)=[O:12])=[CH:5][CH:6]=1, predict the reactants needed to synthesize it. The reactants are: [C:1]1([C:14]2[CH:19]=[CH:18][CH:17]=[CH:16][CH:15]=2)[CH:6]=[CH:5][C:4]([NH:7][C:8](=[O:13])[CH2:9][C:10]([OH:12])=O)=[CH:3][CH:2]=1.CCN(C(C)C)C(C)C.C1C=CC2N(O)N=NC=2C=1.CCN=C=NCCCN(C)C.Cl.Cl.Cl.[CH3:53][C:54]1[CH:59]=[CH:58][C:57]([CH3:60])=[CH:56][C:55]=1[NH:61][CH:62]1[CH2:67][CH2:66][NH:65][CH2:64][CH2:63]1. (2) Given the product [Cl:31][C:26]1[CH:27]=[CH:28][CH:29]=[CH:30][C:25]=1[C:22]1[N:23]([CH3:24])[C:19]([C:14]2([CH:11]3[CH2:10][CH2:9][NH:8][CH2:13][CH2:12]3)[CH2:15][CH2:16][CH2:17][CH2:18]2)=[N:20][N:21]=1, predict the reactants needed to synthesize it. The reactants are: C([N:8]1[CH2:13][CH2:12][CH:11]([C:14]2([C:19]3[N:23]([CH3:24])[C:22]([C:25]4[CH:30]=[CH:29][CH:28]=[CH:27][C:26]=4[Cl:31])=[N:21][N:20]=3)[CH2:18][CH2:17][CH2:16][CH2:15]2)[CH2:10][CH2:9]1)C1C=CC=CC=1.C(Cl)(=O)OC(Cl)C. (3) The reactants are: [CH2:1]([N:3]1[C:7]2[N:8]=[C:9]([CH2:22][CH3:23])[C:10]([CH2:19][NH:20][CH3:21])=[C:11]([NH:12][CH:13]3[CH2:18][CH2:17][O:16][CH2:15][CH2:14]3)[C:6]=2[CH:5]=[N:4]1)[CH3:2].Cl[CH2:25][C:26]1[CH:27]=[C:28]([C:32]([NH:34][CH2:35][C:36]2[CH:37]=[CH:38][C:39]([F:62])=[C:40]([C:42]3[CH:47]=[CH:46][CH:45]=[C:44]([CH2:48][N:49]4[CH2:54][CH2:53][N:52]([C:55]([O:57][C:58]([CH3:61])([CH3:60])[CH3:59])=[O:56])[CH2:51][CH2:50]4)[CH:43]=3)[CH:41]=2)=[O:33])[CH:29]=[CH:30][CH:31]=1.C([O-])([O-])=O.[K+].[K+].[Na+].[I-]. Given the product [CH2:1]([N:3]1[C:7]2=[N:8][C:9]([CH2:22][CH3:23])=[C:10]([CH2:19][N:20]([CH2:25][C:26]3[CH:27]=[C:28]([C:32]([NH:34][CH2:35][C:36]4[CH:37]=[CH:38][C:39]([F:62])=[C:40]([C:42]5[CH:47]=[CH:46][CH:45]=[C:44]([CH2:48][N:49]6[CH2:50][CH2:51][N:52]([C:55]([O:57][C:58]([CH3:60])([CH3:59])[CH3:61])=[O:56])[CH2:53][CH2:54]6)[CH:43]=5)[CH:41]=4)=[O:33])[CH:29]=[CH:30][CH:31]=3)[CH3:21])[C:11]([NH:12][CH:13]3[CH2:14][CH2:15][O:16][CH2:17][CH2:18]3)=[C:6]2[CH:5]=[N:4]1)[CH3:2], predict the reactants needed to synthesize it. (4) Given the product [CH3:33][O:31][C:3]1[CH:4]=[CH:5][C:6]([N:9]2[CH2:10][CH2:11][N:12]([C:15]3[C:16]([CH3:30])=[C:17]([CH3:29])[C:18]4[O:22][C:21]([CH2:24][C:37]([OH:40])=[O:39])([CH3:23])[CH2:20][C:19]=4[C:27]=3[CH3:28])[CH2:13][CH2:14]2)=[CH:7][CH:8]=1, predict the reactants needed to synthesize it. The reactants are: CO[C:3]1[CH:8]=[CH:7][C:6]([N:9]2[CH2:14][CH2:13][N:12]([C:15]3[C:16]([CH3:30])=[C:17]([CH3:29])[C:18]4[O:22][C:21]([CH2:24]C#N)([CH3:23])[CH2:20][C:19]=4[C:27]=3[CH3:28])[CH2:11][CH2:10]2)=[CH:5][CH:4]=1.[OH-:31].[Na+].[CH2:33](O)C.Cl.[C:37]([O:40]CC)(=[O:39])C. (5) Given the product [CH3:42][O:41][C:37]1[CH:36]=[C:35]([NH:34][CH:27]([C:28]2[CH:33]=[CH:32][CH:31]=[CH:30][CH:29]=2)[C:8]([C:10]2[C:18]3[C:13](=[N:14][C:15]([CH3:19])=[CH:16][CH:17]=3)[NH:12][CH:11]=2)=[O:9])[CH:40]=[CH:39][CH:38]=1, predict the reactants needed to synthesize it. The reactants are: C(N(CC)CC)C.[CH:8]([C:10]1[C:18]2[C:13](=[N:14][C:15]([CH3:19])=[CH:16][CH:17]=2)[N:12](C(OC(C)(C)C)=O)[CH:11]=1)=[O:9].[CH:27](=[N:34][C:35]1[CH:40]=[CH:39][CH:38]=[C:37]([O:41][CH3:42])[CH:36]=1)[C:28]1[CH:33]=[CH:32][CH:31]=[CH:30][CH:29]=1. (6) Given the product [Cl:1][C:2]1[CH:10]=[CH:9][C:5]([C:6]([Cl:14])=[O:7])=[CH:4][N:3]=1, predict the reactants needed to synthesize it. The reactants are: [Cl:1][C:2]1[CH:10]=[CH:9][C:5]([C:6](O)=[O:7])=[CH:4][N:3]=1.C(Cl)(=O)C([Cl:14])=O. (7) Given the product [F:6][C:7]1[CH:8]=[C:9]([C:14]2[CH:19]=[CH:18][C:17]([CH2:20][CH2:21][C@@H:22]3[C@H:23]([CH2:32][CH2:33][N:34]4[C:35](=[O:44])[C:36]5[C:41](=[CH:40][CH:39]=[CH:38][CH:37]=5)[C:42]4=[O:43])[C@H:24]([OH:28])[C@H:25]([OH:26])[O:31]3)=[CH:16][CH:15]=2)[CH:10]=[C:11]([F:13])[CH:12]=1, predict the reactants needed to synthesize it. The reactants are: Cl(O)(=O)(=O)=O.[F:6][C:7]1[CH:8]=[C:9]([C:14]2[CH:19]=[CH:18][C:17]([CH2:20][CH2:21][C@H:22]3[O:31][C@H:25]4[O:26]C(C)(C)[O:28][C@H:24]4[C@H:23]3[CH2:32][CH2:33][N:34]3[C:42](=[O:43])[C:41]4[C:36](=[CH:37][CH:38]=[CH:39][CH:40]=4)[C:35]3=[O:44])=[CH:16][CH:15]=2)[CH:10]=[C:11]([F:13])[CH:12]=1. (8) Given the product [NH2:62]/[C:54](=[N:53]\[O:10][C:9]([C@H:8]([CH2:12][CH2:13][CH2:14][CH:15]1[CH2:16][CH2:17][CH2:18][CH2:19][CH2:20]1)[CH2:7][C:6]([O:5][C:1]([CH3:4])([CH3:2])[CH3:3])=[O:21])=[O:11])/[CH2:55][C:56]1[CH:61]=[CH:60][N:59]=[CH:58][CH:57]=1, predict the reactants needed to synthesize it. The reactants are: [C:1]([O:5][C:6](=[O:21])[CH2:7][C@@H:8]([CH2:12][CH2:13][CH2:14][CH:15]1[CH2:20][CH2:19][CH2:18][CH2:17][CH2:16]1)[C:9]([OH:11])=[O:10])([CH3:4])([CH3:3])[CH3:2].Cl.CN(C)CCCN=C=NCC.CN1CCOCC1.O.ON1C2C=CC=CC=2N=N1.O/[N:53]=[C:54](\[NH2:62])/[CH2:55][C:56]1[CH:61]=[CH:60][N:59]=[CH:58][CH:57]=1. (9) Given the product [Br:1][C:2]1[O:6][C:5]([C:7]([Cl:12])=[O:9])=[CH:4][CH:3]=1, predict the reactants needed to synthesize it. The reactants are: [Br:1][C:2]1[O:6][C:5]([C:7]([OH:9])=O)=[CH:4][CH:3]=1.S(Cl)([Cl:12])=O.